From a dataset of Full USPTO retrosynthesis dataset with 1.9M reactions from patents (1976-2016). Predict the reactants needed to synthesize the given product. (1) Given the product [CH3:5][O:4][N:3]([CH3:2])[C:15](=[O:16])[CH2:14][O:13][CH3:12], predict the reactants needed to synthesize it. The reactants are: Cl.[CH3:2][NH:3][O:4][CH3:5].C(=O)([O-])[O-].[K+].[K+].[CH3:12][O:13][CH2:14][C:15](Cl)=[O:16]. (2) Given the product [Br:18][C:6]1[CH:5]=[C:4]([C:19]2[N:23]=[C:22]([C:24]([NH:35][CH2:34][C:33]3[CH:36]=[CH:37][CH:38]=[C:31]([C:30]([F:29])([F:39])[F:40])[CH:32]=3)=[O:25])[O:21][N:20]=2)[CH:3]=[C:2]([Br:1])[C:7]=1[O:8][CH2:9][C:10]1[CH:15]=[CH:14][C:13]([O:16][CH3:17])=[CH:12][CH:11]=1, predict the reactants needed to synthesize it. The reactants are: [Br:1][C:2]1[CH:3]=[C:4]([C:19]2[N:23]=[C:22]([C:24](OCC)=[O:25])[O:21][N:20]=2)[CH:5]=[C:6]([Br:18])[C:7]=1[O:8][CH2:9][C:10]1[CH:15]=[CH:14][C:13]([O:16][CH3:17])=[CH:12][CH:11]=1.[F:29][C:30]([F:40])([F:39])[C:31]1[CH:32]=[C:33]([CH:36]=[CH:37][CH:38]=1)[CH2:34][NH2:35].